This data is from Forward reaction prediction with 1.9M reactions from USPTO patents (1976-2016). The task is: Predict the product of the given reaction. (1) The product is: [ClH:1].[Cl:1][C:2]1[CH:7]=[CH:6][CH:5]=[C:4]([F:8])[C:3]=1[NH:9][C:10]1[NH:11][C:12]2[C:18]3[CH2:19][C:20]([CH3:22])([CH3:23])[O:21][C:17]=3[C:16]([C:24]([NH:26][C:27]3[CH:28]=[CH:29][C:30]([C:33]([F:35])([F:36])[F:34])=[CH:31][CH:32]=3)=[O:25])=[CH:15][C:13]=2[N:14]=1. Given the reactants [Cl:1][C:2]1[CH:7]=[CH:6][CH:5]=[C:4]([F:8])[C:3]=1[NH:9][C:10]1[NH:11][C:12]2[C:18]3[CH2:19][C:20]([CH3:23])([CH3:22])[O:21][C:17]=3[C:16]([C:24]([NH:26][C:27]3[CH:32]=[CH:31][C:30]([C:33]([F:36])([F:35])[F:34])=[CH:29][CH:28]=3)=[O:25])=[CH:15][C:13]=2[N:14]=1.Cl, predict the reaction product. (2) Given the reactants [CH2:1]([N:8]1[CH2:17][CH2:16][C:15]2[N:14]=[C:13]([C:18]([OH:20])=[O:19])[CH:12]=[CH:11][C:10]=2[CH2:9]1)[C:2]1[CH:7]=[CH:6][CH:5]=[CH:4][CH:3]=1.[ClH:21].[CH3:22]O, predict the reaction product. The product is: [ClH:21].[CH2:1]([N:8]1[CH2:17][CH2:16][C:15]2[N:14]=[C:13]([C:18]([O:20][CH3:22])=[O:19])[CH:12]=[CH:11][C:10]=2[CH2:9]1)[C:2]1[CH:3]=[CH:4][CH:5]=[CH:6][CH:7]=1. (3) Given the reactants S(C1C=CC(C)=CC=1)(O)(=O)=O.[CH2:12]([O:19][C:20](=[O:24])[C@H:21]([CH3:23])[NH2:22])[C:13]1[CH:18]=[CH:17][CH:16]=[CH:15][CH:14]=1.C(N(CC)CC)C.Br[CH2:33][CH2:34][O:35][CH2:36][CH2:37]Br.O, predict the reaction product. The product is: [N:22]1([C@@H:21]([CH3:23])[C:20]([O:19][CH2:12][C:13]2[CH:18]=[CH:17][CH:16]=[CH:15][CH:14]=2)=[O:24])[CH2:37][CH2:36][O:35][CH2:34][CH2:33]1. (4) Given the reactants [Br:1][C:2]1[CH:3]=[C:4]([S:9](Cl)(=[O:11])=[O:10])[CH:5]=[CH:6][C:7]=1[F:8].[CH3:13][N:14]([CH3:20])[CH:15]1[CH2:19][CH2:18][NH:17][CH2:16]1, predict the reaction product. The product is: [Br:1][C:2]1[CH:3]=[C:4]([S:9]([N:17]2[CH2:18][CH2:19][CH:15]([N:14]([CH3:20])[CH3:13])[CH2:16]2)(=[O:11])=[O:10])[CH:5]=[CH:6][C:7]=1[F:8].